Dataset: Full USPTO retrosynthesis dataset with 1.9M reactions from patents (1976-2016). Task: Predict the reactants needed to synthesize the given product. (1) Given the product [Cl:1][C:2]1[C:3]([NH:17][C:18]2[N:23]=[C:22]([NH:24][CH:25]3[CH2:27][CH2:26]3)[C:21]3=[N:28][CH:29]=[C:30]([C:31]#[N:32])[N:20]3[N:19]=2)=[CH:4][C:5]([C:15]#[N:16])=[CH:6][C:7]=1[N:8]1[CH2:13][CH2:12][N:11]([CH2:34][C:35]([NH:37][CH3:38])=[O:36])[CH2:10][C:9]1=[O:14], predict the reactants needed to synthesize it. The reactants are: [Cl:1][C:2]1[C:7]([N:8]2[CH2:13][CH2:12][NH:11][CH2:10][C:9]2=[O:14])=[CH:6][C:5]([C:15]#[N:16])=[CH:4][C:3]=1[NH:17][C:18]1[N:23]=[C:22]([NH:24][CH:25]2[CH2:27][CH2:26]2)[C:21]2=[N:28][CH:29]=[C:30]([C:31]#[N:32])[N:20]2[N:19]=1.Br[CH2:34][C:35]([NH:37][CH3:38])=[O:36].C([O-])([O-])=O.[K+].[K+]. (2) Given the product [Cl:1][C:2]1[CH:19]=[C:18]([Cl:20])[CH:17]=[CH:16][C:3]=1[CH2:4][N:5]1[C:9](/[CH:10]=[CH:29]/[C:30]([O:32][CH2:33][CH3:34])=[O:31])=[CH:8][C:7]([O:12][CH:13]([CH3:15])[CH3:14])=[N:6]1, predict the reactants needed to synthesize it. The reactants are: [Cl:1][C:2]1[CH:19]=[C:18]([Cl:20])[CH:17]=[CH:16][C:3]=1[CH2:4][N:5]1[C:9]([CH:10]=O)=[CH:8][C:7]([O:12][CH:13]([CH3:15])[CH3:14])=[N:6]1.C(OP([CH2:29][C:30]([O:32][CH2:33][CH3:34])=[O:31])(OCC)=O)C.[H-].[Na+].O. (3) Given the product [CH:1]1([NH:6][C:7]2[N:12]3[N:13]=[C:14]([C:26]4[CH:27]=[CH:28][C:29]([OH:32])=[CH:30][CH:31]=4)[C:15]([C:16]4[CH:21]=[CH:20][N:19]=[C:18]([NH:22][CH:23]5[CH2:25][CH2:24]5)[N:17]=4)=[C:11]3[CH:10]=[CH:9][CH:8]=2)[CH2:5][CH2:4][CH2:3][CH2:2]1, predict the reactants needed to synthesize it. The reactants are: [CH:1]1([NH:6][C:7]2[N:12]3[N:13]=[C:14]([C:26]4[CH:31]=[CH:30][C:29]([O:32]C)=[CH:28][CH:27]=4)[C:15]([C:16]4[CH:21]=[CH:20][N:19]=[C:18]([NH:22][CH:23]5[CH2:25][CH2:24]5)[N:17]=4)=[C:11]3[CH:10]=[CH:9][CH:8]=2)[CH2:5][CH2:4][CH2:3][CH2:2]1.N1C=CC=CC=1C1C=CC=CC=1O. (4) Given the product [CH2:1]([O:3][C:4]([CH:6]1[CH2:11][NH:10][C:9]2[CH:13]=[C:14]([Cl:19])[C:15]([O:17][CH3:18])=[CH:16][C:8]=2[O:7]1)=[O:5])[CH3:2], predict the reactants needed to synthesize it. The reactants are: [CH2:1]([O:3][C:4]([CH:6]1[C:11](=O)[NH:10][C:9]2[CH:13]=[C:14]([Cl:19])[C:15]([O:17][CH3:18])=[CH:16][C:8]=2[O:7]1)=[O:5])[CH3:2]. (5) Given the product [CH2:1]([C:5]1[N:6]=[C:7]([C:26]2[CH:27]=[CH:28][C:29]([C:32]([F:35])([F:34])[F:33])=[CH:30][CH:31]=2)[S:8][C:9]=1[CH2:10][O:11][C:12]1[CH:21]=[CH:20][C:15]([C:16]2[NH:17][C:42](=[O:48])[O:19][N:18]=2)=[C:14]([C:22]([F:25])([F:24])[F:23])[CH:13]=1)[CH2:2][CH2:3][CH3:4], predict the reactants needed to synthesize it. The reactants are: [CH2:1]([C:5]1[N:6]=[C:7]([C:26]2[CH:31]=[CH:30][C:29]([C:32]([F:35])([F:34])[F:33])=[CH:28][CH:27]=2)[S:8][C:9]=1[CH2:10][O:11][C:12]1[CH:21]=[CH:20][C:15]([C:16]([NH:18][OH:19])=[NH:17])=[C:14]([C:22]([F:25])([F:24])[F:23])[CH:13]=1)[CH2:2][CH2:3][CH3:4].N1C=CC=CC=1.[C:42]1([O:48]C(Cl)=O)C=CC=CC=1.